This data is from NCI-60 drug combinations with 297,098 pairs across 59 cell lines. The task is: Regression. Given two drug SMILES strings and cell line genomic features, predict the synergy score measuring deviation from expected non-interaction effect. (1) Drug 1: CN(C(=O)NC(C=O)C(C(C(CO)O)O)O)N=O. Drug 2: CC12CCC3C(C1CCC2OP(=O)(O)O)CCC4=C3C=CC(=C4)OC(=O)N(CCCl)CCCl.[Na+]. Cell line: SN12C. Synergy scores: CSS=-1.92, Synergy_ZIP=-1.95, Synergy_Bliss=-2.30, Synergy_Loewe=-8.54, Synergy_HSA=-6.64. (2) Drug 1: COC1=CC(=CC(=C1O)OC)C2C3C(COC3=O)C(C4=CC5=C(C=C24)OCO5)OC6C(C(C7C(O6)COC(O7)C8=CC=CS8)O)O. Drug 2: C1=CC(=CC=C1CCCC(=O)O)N(CCCl)CCCl. Cell line: CCRF-CEM. Synergy scores: CSS=64.4, Synergy_ZIP=-3.54, Synergy_Bliss=-4.24, Synergy_Loewe=-3.18, Synergy_HSA=0.113.